From a dataset of Forward reaction prediction with 1.9M reactions from USPTO patents (1976-2016). Predict the product of the given reaction. (1) Given the reactants C([N:8]([CH2:15][P:16]([O:21][CH2:22][CH3:23])([O:18][CH2:19][CH3:20])=[O:17])[CH2:9][C:10]([O:12][CH2:13][CH3:14])=[O:11])C1C=CC=CC=1, predict the reaction product. The product is: [CH2:22]([O:21][P:16]([CH2:15][NH:8][CH2:9][C:10]([O:12][CH2:13][CH3:14])=[O:11])([O:18][CH2:19][CH3:20])=[O:17])[CH3:23]. (2) Given the reactants [O:1]([C:8]1[CH:9]=[C:10]([C:14]23[CH2:21][CH2:20][C:17]([CH2:22][CH:23]4[CH2:25][CH:24]4[C:26](OC)=[O:27])([CH2:18][CH2:19]2)[CH2:16][O:15]3)[CH:11]=[CH:12][CH:13]=1)[C:2]1[CH:7]=[CH:6][CH:5]=[CH:4][CH:3]=1.[H-].[H-].[H-].[H-].[Li+].[Al+3], predict the reaction product. The product is: [O:1]([C:8]1[CH:9]=[C:10]([C:14]23[CH2:19][CH2:18][C:17]([CH2:22][CH:23]4[CH2:25][CH:24]4[CH2:26][OH:27])([CH2:20][CH2:21]2)[CH2:16][O:15]3)[CH:11]=[CH:12][CH:13]=1)[C:2]1[CH:7]=[CH:6][CH:5]=[CH:4][CH:3]=1. (3) Given the reactants [CH:1]1([CH2:4][N:5]2[C:11](=[O:12])[O:10][C:8](=O)[C:7]3=[CH:13][CH:14]=[CH:15][CH:16]=[C:6]23)[CH2:3][CH2:2]1.[H-].[Na+].C(OCC)(=O)[CH2:20][C:21]([O:23][CH2:24][CH3:25])=[O:22], predict the reaction product. The product is: [CH:1]1([CH2:4][N:5]2[C:6]3[C:7](=[CH:13][CH:14]=[CH:15][CH:16]=3)[C:8]([OH:10])=[C:20]([C:21]([O:23][CH2:24][CH3:25])=[O:22])[C:11]2=[O:12])[CH2:2][CH2:3]1. (4) Given the reactants [CH2:1]([N:3]1[CH2:16][CH2:15][C:6]2[NH:7][C:8]3[CH:9]=[CH:10][C:11]([CH3:14])=[CH:12][C:13]=3[C:5]=2[CH2:4]1)[CH3:2].[CH:17]([C:19]1[CH:24]=[CH:23][N:22]=[CH:21][CH:20]=1)=[CH2:18].[Na].FC(F)(F)C([O-])=O, predict the reaction product. The product is: [CH2:1]([N:3]1[CH2:16][CH2:15][C:6]2[N:7]([CH2:18][CH2:17][C:19]3[CH:24]=[CH:23][N:22]=[CH:21][CH:20]=3)[C:8]3[CH:9]=[CH:10][C:11]([CH3:14])=[CH:12][C:13]=3[C:5]=2[CH2:4]1)[CH3:2]. (5) The product is: [N:14]1[CH:15]=[CH:16][CH:17]=[CH:18][C:13]=1[CH:2]([C:1]#[N:5])[C:3]#[N:4]. Given the reactants [C:1](#[N:5])[CH2:2][C:3]#[N:4].C(O[Na])(C)(C)C.Br[C:13]1[CH:18]=[CH:17][CH:16]=[CH:15][N:14]=1, predict the reaction product.